Predict the reaction yield, written as a fraction of the theoretical maximum amount of product (1.0 means a 100% yield; for example, 0.34 means a 34% yield). From a dataset of Reaction yield outcomes from USPTO patents with 853,638 reactions. (1) The yield is 0.200. The product is [O:18]=[C:16]1[O:15][N:14]=[C:13]([CH:10]2[CH2:9][CH2:8][CH:7]([C:5]([OH:6])=[O:4])[CH2:12][CH2:11]2)[NH:17]1. The catalyst is C1COCC1. The reactants are [OH-].[Li+].C[O:4][C:5]([CH:7]1[CH2:12][CH2:11][CH:10]([C:13]2[NH:17][C:16](=[O:18])[O:15][N:14]=2)[CH2:9][CH2:8]1)=[O:6]. (2) The reactants are Cl[CH2:2][CH2:3][CH2:4][CH2:5][O:6][C:7]1[CH:16]=[C:15]2[C:10]([C:11]([O:17][C:18]3[CH:23]=[CH:22][C:21]([CH3:24])=[CH:20][C:19]=3[C:25]([C:27]3[CH:32]=[CH:31][CH:30]=[CH:29][CH:28]=3)=[O:26])=[CH:12][CH:13]=[N:14]2)=[CH:9][C:8]=1[O:33][CH3:34].[NH:35]1[CH2:40][CH2:39][CH:38]([CH2:41]CO)[CH2:37][CH2:36]1.C(=O)([O-])[O-:45].[K+].[K+].O. The catalyst is CN(C)C=O. The product is [OH:45][CH2:41][CH:38]1[CH2:37][CH2:36][N:35]([CH2:2][CH2:3][CH2:4][CH2:5][O:6][C:7]2[CH:16]=[C:15]3[C:10]([C:11]([O:17][C:18]4[CH:23]=[CH:22][C:21]([CH3:24])=[CH:20][C:19]=4[C:25]([C:27]4[CH:32]=[CH:31][CH:30]=[CH:29][CH:28]=4)=[O:26])=[CH:12][CH:13]=[N:14]3)=[CH:9][C:8]=2[O:33][CH3:34])[CH2:40][CH2:39]1. The yield is 0.410. (3) The reactants are [CH2:1]([C:4]1[NH:5][C:6]2[C:11]([CH:12]=1)=[C:10]([C:13]([F:16])([F:15])[F:14])[C:9]([C:17]#[N:18])=[CH:8][CH:7]=2)[CH2:2][CH3:3].C([O-])([O-])=O.[Cs+].[Cs+].Br[CH2:26][C:27]1[N:31]=[C:30]([C:32]2[S:33][CH:34]=[CH:35][CH:36]=2)[O:29][N:28]=1. The catalyst is C(#N)C. The product is [CH2:1]([C:4]1[N:5]([CH2:26][C:27]2[N:31]=[C:30]([C:32]3[S:33][CH:34]=[CH:35][CH:36]=3)[O:29][N:28]=2)[C:6]2[C:11]([CH:12]=1)=[C:10]([C:13]([F:15])([F:16])[F:14])[C:9]([C:17]#[N:18])=[CH:8][CH:7]=2)[CH2:2][CH3:3]. The yield is 0.640.